The task is: Regression. Given a peptide amino acid sequence and an MHC pseudo amino acid sequence, predict their binding affinity value. This is MHC class I binding data.. This data is from Peptide-MHC class I binding affinity with 185,985 pairs from IEDB/IMGT. (1) The peptide sequence is RELVRKTRF. The MHC is Mamu-A11 with pseudo-sequence Mamu-A11. The binding affinity (normalized) is 0.671. (2) The binding affinity (normalized) is 0.346. The peptide sequence is LLYEVDGDV. The MHC is HLA-A02:06 with pseudo-sequence HLA-A02:06. (3) The peptide sequence is KEALAPVPI. The MHC is Mamu-A11 with pseudo-sequence Mamu-A11. The binding affinity (normalized) is 0.812.